Dataset: Catalyst prediction with 721,799 reactions and 888 catalyst types from USPTO. Task: Predict which catalyst facilitates the given reaction. (1) Reactant: C([O:4][C:5]1[CH:42]=[CH:41][C:8]([CH2:9][C:10]2[CH:15]=[C:14]([C@:16]3([O:34][C@H:33]([CH2:35][O:36]C(=O)C)[C@@H:28]([O:29]C(=O)C)[C@H:23]([O:24]C(=O)C)[C@H:18]3[O:19]C(=O)C)[OH:17])[CH:13]=[CH:12][C:11]=2[CH3:40])=[CH:7][CH:6]=1)(=O)C.[OH-].[K+].Cl. The catalyst class is: 111. Product: [OH:17][C@:16]1([C:14]2[CH:13]=[CH:12][C:11]([CH3:40])=[C:10]([CH2:9][C:8]3[CH:7]=[CH:6][C:5]([OH:4])=[CH:42][CH:41]=3)[CH:15]=2)[O:34][C@H:33]([CH2:35][OH:36])[C@@H:28]([OH:29])[C@H:23]([OH:24])[C@H:18]1[OH:19]. (2) Reactant: C(O[C:4]([C:6]1[C:7](=[O:23])[N:8]([CH2:18][CH2:19][CH:20]([CH3:22])[CH3:21])[N:9]=[C:10]([N:13]2[CH2:17][CH2:16][CH2:15][CH2:14]2)[C:11]=1[OH:12])=O)C.[NH2:24][C:25]1[CH:30]=[CH:29][C:28]([NH:31][S:32]([CH3:35])(=[O:34])=[O:33])=[CH:27][C:26]=1[S:36]([NH2:39])(=[O:38])=[O:37].C1CCN2C(=NCCC2)CC1. Product: [OH:12][C:11]1[C:10]([N:13]2[CH2:14][CH2:15][CH2:16][CH2:17]2)=[N:9][N:8]([CH2:18][CH2:19][CH:20]([CH3:21])[CH3:22])[C:7](=[O:23])[C:6]=1[C:4]1[NH:39][S:36](=[O:38])(=[O:37])[C:26]2[CH:27]=[C:28]([NH:31][S:32]([CH3:35])(=[O:33])=[O:34])[CH:29]=[CH:30][C:25]=2[N:24]=1. The catalyst class is: 17. (3) Product: [NH2:17][C:14]1[CH:13]=[CH:12][C:11]([C:8]2[C:7]3[C:2]([NH2:1])=[N:3][CH:4]=[C:5]([C:25]4[CH:30]=[CH:29][N:28]=[CH:27][CH:26]=4)[C:6]=3[S:10][CH:9]=2)=[CH:16][CH:15]=1. The catalyst class is: 4. Reactant: [NH2:1][C:2]1[C:7]2[C:8]([C:11]3[CH:16]=[CH:15][C:14]([NH:17]C(=O)OC(C)(C)C)=[CH:13][CH:12]=3)=[CH:9][S:10][C:6]=2[C:5]([C:25]2[CH:30]=[CH:29][N:28]=[CH:27][CH:26]=2)=[CH:4][N:3]=1. (4) Reactant: [NH2:1][CH2:2][CH2:3][C:4]1[CH:5]=[C:6]([CH:11]=[CH:12][CH:13]=1)[C:7]([O:9][CH3:10])=[O:8].[O:14](C(OC(C)(C)C)=O)[C:15]([O:17][C:18]([CH3:21])([CH3:20])[CH3:19])=O.O. Product: [C:18]([O:17][C:15]([NH:1][CH2:2][CH2:3][C:4]1[CH:5]=[C:6]([CH:11]=[CH:12][CH:13]=1)[C:7]([O:9][CH3:10])=[O:8])=[O:14])([CH3:21])([CH3:20])[CH3:19]. The catalyst class is: 7. (5) Reactant: [Br-].[C:2]([CH2:4][P+](C1C=CC=CC=1)(C1C=CC=CC=1)C1C=CC=CC=1)#[N:3].[OH-].[Na+].[F:26][C:27]1[CH:41]=[CH:40][C:30]([O:31][C:32]2[CH:39]=[CH:38][C:35]([CH:36]=O)=[CH:34][CH:33]=2)=[CH:29][CH:28]=1. Product: [F:26][C:27]1[CH:41]=[CH:40][C:30]([O:31][C:32]2[CH:39]=[CH:38][C:35]([CH:36]=[CH:4][C:2]#[N:3])=[CH:34][CH:33]=2)=[CH:29][CH:28]=1. The catalyst class is: 232.